Dataset: Full USPTO retrosynthesis dataset with 1.9M reactions from patents (1976-2016). Task: Predict the reactants needed to synthesize the given product. Given the product [NH2:8][C:6]1[CH:5]=[C:4]([O:11][CH3:12])[C:3]([N:13]2[C:21]3[CH:20]=[CH:19][NH:18][C:17](=[O:22])[C:16]=3[C:15]([C:23]3[CH:24]=[C:25]([C:28]([NH2:30])=[O:29])[S:26][CH:27]=3)=[CH:14]2)=[C:2]([F:1])[CH:7]=1, predict the reactants needed to synthesize it. The reactants are: [F:1][C:2]1[CH:7]=[C:6]([N+:8]([O-])=O)[CH:5]=[C:4]([O:11][CH3:12])[C:3]=1[N:13]1[C:21]2[CH:20]=[CH:19][NH:18][C:17](=[O:22])[C:16]=2[C:15]([C:23]2[CH:24]=[C:25]([C:28]([NH2:30])=[O:29])[S:26][CH:27]=2)=[CH:14]1.[Cl-].[Ca+2].[Cl-].C(O)C.